Predict the product of the given reaction. From a dataset of Forward reaction prediction with 1.9M reactions from USPTO patents (1976-2016). (1) Given the reactants [C:1]([C:3]1[CH:4]=[C:5]([NH:9][CH2:10][C:11]2[O:15][C:14](=[O:16])[O:13][C:12]=2[CH:17]2[CH2:21][CH2:20][CH2:19][N:18]2[C:22]([O:24][C:25]([CH3:28])([CH3:27])[CH3:26])=[O:23])[CH:6]=[CH:7][CH:8]=1)#[CH:2].C(N(CC)CC)C.[Cl:36][CH:37]([Cl:41])[C:38](Cl)=[O:39], predict the reaction product. The product is: [Cl:36][CH:37]([Cl:41])[C:38]([N:9]([CH2:10][C:11]1[O:15][C:14](=[O:16])[O:13][C:12]=1[CH:17]1[CH2:21][CH2:20][CH2:19][N:18]1[C:22]([O:24][C:25]([CH3:28])([CH3:27])[CH3:26])=[O:23])[C:5]1[CH:6]=[CH:7][CH:8]=[C:3]([C:1]#[CH:2])[CH:4]=1)=[O:39]. (2) The product is: [P:31]([OH:35])([OH:34])([OH:33])=[O:32].[N:1]1[C:6]2[NH:7][CH:8]=[CH:9][C:5]=2[C:4]([C:10]2[CH:11]=[N:12][N:13]([C:15]3([CH2:25][C:26]#[N:27])[CH2:16][N:17]([S:19]([CH:22]4[CH2:23][CH2:24]4)(=[O:20])=[O:21])[CH2:18]3)[CH:14]=2)=[N:3][CH:2]=1. Given the reactants [N:1]1[C:6]2[NH:7][CH:8]=[CH:9][C:5]=2[C:4]([C:10]2[CH:11]=[N:12][N:13]([C:15]3([CH2:25][C:26]#[N:27])[CH2:18][N:17]([S:19]([CH:22]4[CH2:24][CH2:23]4)(=[O:21])=[O:20])[CH2:16]3)[CH:14]=2)=[N:3][CH:2]=1.C(#N)C.[P:31](=[O:35])([OH:34])([OH:33])[OH:32].C(O)C.P(=O)(O)(O)O, predict the reaction product. (3) Given the reactants [CH2:1]([OH:34])[C@H:2]1[O:7][C@H:6]([O:8][CH2:9][C@H:10]2[O:15][C@H:14]([O:16][C@:17]3([CH2:26][OH:27])[O:21][C@H:20]([CH2:22][OH:23])[C@@H:19]([OH:24])[C@@H:18]3[OH:25])[C@H:13]([OH:28])[C@@H:12]([OH:29])[C@@H:11]2[OH:30])[C@H:5]([OH:31])[C@@H:4]([OH:32])[C@H:3]1[OH:33].[NH2:35][C@H:36]([C:41]([OH:43])=[O:42])[CH2:37][CH:38]([CH3:40])[CH3:39], predict the reaction product. The product is: [CH2:1]([OH:34])[C@H:2]1[O:7][C@H:6]([O:8][CH2:9][C@H:10]2[O:15][C@H:14]([O:16][C@:17]3([CH2:26][OH:27])[O:21][C@H:20]([CH2:22][OH:23])[C@@H:19]([OH:24])[C@@H:18]3[OH:25])[C@H:13]([OH:28])[C@@H:12]([OH:29])[C@@H:11]2[OH:30])[C@H:5]([OH:31])[C@@H:4]([OH:32])[C@H:3]1[OH:33].[NH2:35][C@H:36]([C:41]([OH:43])=[O:42])[CH2:37][CH:38]([CH3:40])[CH3:39]. (4) The product is: [CH:1]1[C:10]2[C:11]3[CH2:17][CH2:16][CH2:15][CH2:14][CH2:13][C:12]=3[N:8]3[C:9]=2[C:4]([CH2:5][CH2:6][CH2:7]3)=[CH:3][C:2]=1[NH:18][C:24](=[O:25])[CH2:23][C:19]([CH3:22])([CH3:21])[CH3:20]. Given the reactants [CH:1]1[C:10]2[C:11]3[CH2:17][CH2:16][CH2:15][CH2:14][CH2:13][C:12]=3[N:8]3[C:9]=2[C:4]([CH2:5][CH2:6][CH2:7]3)=[CH:3][C:2]=1[NH2:18].[C:19]([CH2:23][C:24](Cl)=[O:25])([CH3:22])([CH3:21])[CH3:20], predict the reaction product. (5) Given the reactants [CH3:1][CH2:2][N:3]([C:6]([C:8]1([C:13]2[CH:14]=[CH:15][CH:16]=[CH:17][CH:18]=2)[CH:10]([CH2:11][NH2:12])[CH2:9]1)=[O:7])[CH2:4][CH3:5].Cl.Cl.[OH-].[Na+], predict the reaction product. The product is: [CH3:5][CH2:4][N:3]([C:6]([C:8]1([C:13]2[CH:14]=[CH:15][CH:16]=[CH:17][CH:18]=2)[CH:10]([CH2:11][NH2:12])[CH2:9]1)=[O:7])[CH2:2][CH3:1]. (6) The product is: [Cl:1][C:2]1[NH:3][C:4]([NH:32][CH2:33][C:34]2[CH:38]=[CH:37][S:36][CH:35]=2)=[C:5]([F:31])[C:6](=[N:8][NH2:9])[N:7]=1. Given the reactants [Cl:1][C:2]1[N:7]=[C:6]([N:8](C(OC(C)(C)C)=O)[N:9](C(OC(C)(C)C)=O)C(OC(C)(C)C)=O)[C:5]([F:31])=[C:4]([NH:32][CH2:33][C:34]2[CH:38]=[CH:37][S:36][CH:35]=2)[N:3]=1, predict the reaction product. (7) Given the reactants Cl.[CH2:2]1[C@H:6]2[CH2:7][CH:8]([CH2:10][OH:11])[CH2:9][C@H:5]2[CH2:4][NH:3]1.C(=O)([O-])[O-].[K+].[K+].Br[CH2:19][C:20]1[CH:25]=[CH:24][C:23]([C:26]([F:29])([F:28])[F:27])=[CH:22][C:21]=1[C:30]([F:33])([F:32])[F:31].O, predict the reaction product. The product is: [F:31][C:30]([F:32])([F:33])[C:21]1[CH:22]=[C:23]([C:26]([F:29])([F:27])[F:28])[CH:24]=[CH:25][C:20]=1[CH2:19][N:3]1[CH2:4][C@@H:5]2[CH2:9][CH:8]([CH2:10][OH:11])[CH2:7][C@@H:6]2[CH2:2]1. (8) Given the reactants [C:1]([C:4]1[CH:5]=[C:6]2[C:10](=[CH:11][CH:12]=1)[N:9]([CH3:13])[C:8]1[N:14]([CH3:26])[C:15](=[O:25])[C:16]([C:18]3[CH:23]=[CH:22][C:21]([Cl:24])=[CH:20][CH:19]=3)=[CH:17][C:7]2=1)(=[O:3])[CH3:2].CC(O[CH:32](N(C)C)[N:33]([CH3:35])[CH3:34])(C)C, predict the reaction product. The product is: [Cl:24][C:21]1[CH:20]=[CH:19][C:18]([C:16]2[C:15](=[O:25])[N:14]([CH3:26])[C:8]3[N:9]([CH3:13])[C:10]4[C:6]([C:7]=3[CH:17]=2)=[CH:5][C:4]([C:1](=[O:3])[CH:2]=[CH:32][N:33]([CH3:35])[CH3:34])=[CH:12][CH:11]=4)=[CH:23][CH:22]=1. (9) Given the reactants C([Sn](CC)(CC)[C:4]1[O:5][CH:6]=[CH:7][N:8]=1)C.[CH2:13]([N:16]([CH2:30][CH2:31][CH3:32])[C:17]([C:19]1[CH:20]=[C:21]([CH:26]=[C:27](I)[CH:28]=1)[C:22]([O:24][CH3:25])=[O:23])=[O:18])[CH2:14][CH3:15], predict the reaction product. The product is: [CH2:30]([N:16]([CH2:13][CH2:14][CH3:15])[C:17]([C:19]1[CH:20]=[C:21]([CH:26]=[C:27]([C:4]2[O:5][CH:6]=[CH:7][N:8]=2)[CH:28]=1)[C:22]([O:24][CH3:25])=[O:23])=[O:18])[CH2:31][CH3:32].